Dataset: Reaction yield outcomes from USPTO patents with 853,638 reactions. Task: Predict the reaction yield, written as a fraction of the theoretical maximum amount of product (1.0 means a 100% yield; for example, 0.34 means a 34% yield). The reactants are C(OC(=O)[N:7]([C:23]1[C:32]2[C:27](=[N:28][C:29]([S:33][CH2:34][CH3:35])=[N:30][CH:31]=2)[N:26]=[CH:25][N:24]=1)[C:8]1[CH:13]=[C:12]([CH3:14])[CH:11]=[CH:10][C:9]=1[S:15][C:16]1[CH:21]=[CH:20][C:19]([OH:22])=[CH:18][CH:17]=1)(C)(C)C.[CH2:37](Br)[C:38]1[CH:43]=[CH:42][CH:41]=[CH:40][CH:39]=1.BrCC#N. No catalyst specified. The product is [CH2:37]([O:22][C:19]1[CH:20]=[CH:21][C:16]([S:15][C:9]2[CH:10]=[CH:11][C:12]([CH3:14])=[CH:13][C:8]=2[NH:7][C:23]2[C:32]3[C:27](=[N:28][C:29]([S:33][CH2:34][CH3:35])=[N:30][CH:31]=3)[N:26]=[CH:25][N:24]=2)=[CH:17][CH:18]=1)[C:38]1[CH:43]=[CH:42][CH:41]=[CH:40][CH:39]=1. The yield is 0.290.